This data is from Full USPTO retrosynthesis dataset with 1.9M reactions from patents (1976-2016). The task is: Predict the reactants needed to synthesize the given product. (1) Given the product [CH2:1]([O:3][C:4]([C:5]1[CH:15]=[N:16][N:28]([C:25]2[CH:26]=[CH:27][C:22]([F:21])=[CH:23][CH:24]=2)[C:6]=1[CH:7]([O:11][CH2:12][CH3:13])[O:8][CH2:9][CH3:10])=[O:19])[CH3:2], predict the reactants needed to synthesize it. The reactants are: [CH2:1]([O:3][C:4](=[O:19])/[C:5](=[CH:15]\[N:16](C)C)/[C:6](=O)[CH:7]([O:11][CH2:12][CH3:13])[O:8][CH2:9][CH3:10])[CH3:2].Cl.[F:21][C:22]1[CH:27]=[CH:26][C:25]([NH:28]N)=[CH:24][CH:23]=1. (2) Given the product [CH3:25][N:2]([CH3:1])[C:3]1[CH:4]=[C:5]([CH:10]2[C:19]([CH3:21])([CH3:20])[CH2:18][C:17]3[C:12](=[CH:13][CH:14]=[C:15]([C:22]([NH:42][S:39]([CH3:38])(=[O:41])=[O:40])=[O:24])[CH:16]=3)[NH:11]2)[CH:6]=[C:7]([F:9])[CH:8]=1, predict the reactants needed to synthesize it. The reactants are: [CH3:1][N:2]([CH3:25])[C:3]1[CH:4]=[C:5]([CH:10]2[C:19]([CH3:21])([CH3:20])[CH2:18][C:17]3[C:12](=[CH:13][CH:14]=[C:15]([C:22]([OH:24])=O)[CH:16]=3)[NH:11]2)[CH:6]=[C:7]([F:9])[CH:8]=1.Cl.CN(C)CCCN=C=NCC.[CH3:38][S:39]([NH2:42])(=[O:41])=[O:40]. (3) Given the product [F:33][C:21]1([F:20])[O:22][C:23]2[CH:29]=[CH:28][CH:27]=[C:26]([C:2]3[N:7]=[CH:6][N:5]=[C:4]([NH:8][C:9]4[CH:14]=[CH:13][CH:12]=[C:11]([CH2:15][S:16]([CH3:19])(=[O:18])=[O:17])[CH:10]=4)[N:3]=3)[C:24]=2[O:25]1, predict the reactants needed to synthesize it. The reactants are: Cl[C:2]1[N:7]=[CH:6][N:5]=[C:4]([NH:8][C:9]2[CH:14]=[CH:13][CH:12]=[C:11]([CH2:15][S:16]([CH3:19])(=[O:18])=[O:17])[CH:10]=2)[N:3]=1.[F:20][C:21]1([F:33])[O:25][C:24]2[CH:26]=[CH:27][CH:28]=[C:29](B(O)O)[C:23]=2[O:22]1. (4) Given the product [F:1][C:2]1[C:10]([C:11]([F:14])([F:13])[F:12])=[CH:9][CH:8]=[CH:7][C:3]=1[C:4]([N:42]1[CH2:51][CH2:50][C:49]2[C:48]([C:52]3[NH:56][N:55]=[CH:54][CH:53]=3)=[N:47][C:46]([CH3:63])=[N:45][C:44]=2[CH2:43]1)=[O:6], predict the reactants needed to synthesize it. The reactants are: [F:1][C:2]1[C:10]([C:11]([F:14])([F:13])[F:12])=[CH:9][CH:8]=[CH:7][C:3]=1[C:4]([OH:6])=O.ClC1C(C(F)(F)F)=CC=CC=1C(O)=O.ClC1C(C(F)(F)F)=CC=CC=1C([N:42]1[CH2:51][CH2:50][C:49]2[C:48]([C:52]3[N:56](C4CCCCO4)[N:55]=[CH:54][CH:53]=3)=[N:47][C:46]([CH3:63])=[N:45][C:44]=2[CH2:43]1)=O. (5) Given the product [OH:14][CH2:13][CH:10]1[CH2:11][CH2:12][N:7]([C:1](=[O:6])[CH:2]([CH3:4])[CH3:3])[CH2:8][CH2:9]1, predict the reactants needed to synthesize it. The reactants are: [C:1]([OH:6])(=O)[CH:2]([CH3:4])[CH3:3].[NH:7]1[CH2:12][CH2:11][CH:10]([CH2:13][OH:14])[CH2:9][CH2:8]1. (6) The reactants are: [CH3:1][O:2][C:3]1[CH:21]=[CH:20][C:6]([CH2:7][N:8]2[N:17]=[C:16]3[C:10]([C:11](=[O:19])[CH2:12][CH2:13][CH:14]4[O:18][CH:15]43)=[CH:9]2)=[CH:5][CH:4]=1. Given the product [OH:18][CH:14]1[CH2:13][CH2:12][C:11](=[O:19])[C:10]2=[CH:9][N:8]([CH2:7][C:6]3[CH:5]=[CH:4][C:3]([O:2][CH3:1])=[CH:21][CH:20]=3)[N:17]=[C:16]2[CH2:15]1, predict the reactants needed to synthesize it. (7) The reactants are: CC(C)([O-])C.[K+].[F:7]/[C:8](/[C:16]1[CH:21]=[CH:20][C:19]([O:22][C:23]([F:26])([F:25])[F:24])=[CH:18][CH:17]=1)=[CH:9]\[C:10]1[CH:14]=[C:13]([CH3:15])[NH:12][N:11]=1.Br[CH2:28][C:29]1[CH:30]=[C:31]([CH:36]=[CH:37][CH:38]=1)[C:32]([O:34][CH3:35])=[O:33]. Given the product [F:7]/[C:8](/[C:16]1[CH:21]=[CH:20][C:19]([O:22][C:23]([F:25])([F:24])[F:26])=[CH:18][CH:17]=1)=[CH:9]\[C:10]1[CH:14]=[C:13]([CH3:15])[N:12]([CH2:28][C:29]2[CH:30]=[C:31]([CH:36]=[CH:37][CH:38]=2)[C:32]([O:34][CH3:35])=[O:33])[N:11]=1, predict the reactants needed to synthesize it. (8) Given the product [C:1]([C:3]1[CH:4]=[C:5]([F:31])[C:6]([NH:16][C@@H:17]2[CH2:22][CH2:21][CH2:20][CH2:19][C@@H:18]2[NH:23][C:24](=[O:30])[O:25][C:26]([CH3:27])([CH3:28])[CH3:29])=[N:7][C:8]=1[NH:9][C:10]1[O:14][N:13]=[C:12]([CH3:15])[CH:11]=1)(=[O:32])[NH2:2], predict the reactants needed to synthesize it. The reactants are: [C:1]([C:3]1[CH:4]=[C:5]([F:31])[C:6]([NH:16][C@@H:17]2[CH2:22][CH2:21][CH2:20][CH2:19][C@@H:18]2[NH:23][C:24](=[O:30])[O:25][C:26]([CH3:29])([CH3:28])[CH3:27])=[N:7][C:8]=1[NH:9][C:10]1[O:14][N:13]=[C:12]([CH3:15])[CH:11]=1)#[N:2].[OH-:32].[Na+].OO.O.